Dataset: NCI-60 drug combinations with 297,098 pairs across 59 cell lines. Task: Regression. Given two drug SMILES strings and cell line genomic features, predict the synergy score measuring deviation from expected non-interaction effect. (1) Drug 1: CN(C)C1=NC(=NC(=N1)N(C)C)N(C)C. Drug 2: C1=NC(=NC(=O)N1C2C(C(C(O2)CO)O)O)N. Cell line: T-47D. Synergy scores: CSS=-4.93, Synergy_ZIP=2.77, Synergy_Bliss=1.07, Synergy_Loewe=-3.19, Synergy_HSA=-3.25. (2) Drug 1: CCCCC(=O)OCC(=O)C1(CC(C2=C(C1)C(=C3C(=C2O)C(=O)C4=C(C3=O)C=CC=C4OC)O)OC5CC(C(C(O5)C)O)NC(=O)C(F)(F)F)O. Drug 2: C1C(C(OC1N2C=NC(=NC2=O)N)CO)O. Cell line: ACHN. Synergy scores: CSS=29.3, Synergy_ZIP=0.816, Synergy_Bliss=1.02, Synergy_Loewe=0.579, Synergy_HSA=2.58. (3) Cell line: SK-MEL-5. Drug 2: CC(C)CN1C=NC2=C1C3=CC=CC=C3N=C2N. Drug 1: C1CCC(C(C1)N)N.C(=O)(C(=O)[O-])[O-].[Pt+4]. Synergy scores: CSS=28.0, Synergy_ZIP=-6.95, Synergy_Bliss=2.66, Synergy_Loewe=-0.891, Synergy_HSA=-0.561. (4) Drug 1: CN1CCC(CC1)COC2=C(C=C3C(=C2)N=CN=C3NC4=C(C=C(C=C4)Br)F)OC. Drug 2: CCC1=CC2CC(C3=C(CN(C2)C1)C4=CC=CC=C4N3)(C5=C(C=C6C(=C5)C78CCN9C7C(C=CC9)(C(C(C8N6C)(C(=O)OC)O)OC(=O)C)CC)OC)C(=O)OC.C(C(C(=O)O)O)(C(=O)O)O. Cell line: MOLT-4. Synergy scores: CSS=84.3, Synergy_ZIP=21.6, Synergy_Bliss=25.7, Synergy_Loewe=5.21, Synergy_HSA=27.3. (5) Drug 1: C1=CC(=CC=C1CCCC(=O)O)N(CCCl)CCCl. Drug 2: CC1=C2C(C(=O)C3(C(CC4C(C3C(C(C2(C)C)(CC1OC(=O)C(C(C5=CC=CC=C5)NC(=O)OC(C)(C)C)O)O)OC(=O)C6=CC=CC=C6)(CO4)OC(=O)C)O)C)O. Cell line: HL-60(TB). Synergy scores: CSS=67.5, Synergy_ZIP=-1.87, Synergy_Bliss=-4.95, Synergy_Loewe=-8.16, Synergy_HSA=-2.86. (6) Drug 1: CNC(=O)C1=CC=CC=C1SC2=CC3=C(C=C2)C(=NN3)C=CC4=CC=CC=N4. Drug 2: CC1C(C(CC(O1)OC2CC(CC3=C2C(=C4C(=C3O)C(=O)C5=C(C4=O)C(=CC=C5)OC)O)(C(=O)CO)O)N)O.Cl. Cell line: NCI/ADR-RES. Synergy scores: CSS=7.35, Synergy_ZIP=-4.28, Synergy_Bliss=-0.825, Synergy_Loewe=-3.78, Synergy_HSA=-1.10. (7) Drug 1: CC=C1C(=O)NC(C(=O)OC2CC(=O)NC(C(=O)NC(CSSCCC=C2)C(=O)N1)C(C)C)C(C)C. Drug 2: C1CN(CCN1C(=O)CCBr)C(=O)CCBr. Cell line: ACHN. Synergy scores: CSS=49.3, Synergy_ZIP=3.71, Synergy_Bliss=5.97, Synergy_Loewe=-6.63, Synergy_HSA=5.84. (8) Drug 1: C1=CC(=CC=C1CCC2=CNC3=C2C(=O)NC(=N3)N)C(=O)NC(CCC(=O)O)C(=O)O. Drug 2: N.N.Cl[Pt+2]Cl. Cell line: IGROV1. Synergy scores: CSS=22.6, Synergy_ZIP=-5.65, Synergy_Bliss=-1.60, Synergy_Loewe=-17.2, Synergy_HSA=-0.811. (9) Drug 1: CN(C(=O)NC(C=O)C(C(C(CO)O)O)O)N=O. Drug 2: CC12CCC3C(C1CCC2OP(=O)(O)O)CCC4=C3C=CC(=C4)OC(=O)N(CCCl)CCCl.[Na+]. Cell line: K-562. Synergy scores: CSS=15.1, Synergy_ZIP=-7.98, Synergy_Bliss=-2.90, Synergy_Loewe=-3.02, Synergy_HSA=-3.69.